From a dataset of Forward reaction prediction with 1.9M reactions from USPTO patents (1976-2016). Predict the product of the given reaction. (1) Given the reactants [C:1]([C:3]1[N:7]([C:8]2[CH:13]=[C:12]([S:14][CH2:15][C:16]([F:19])([F:18])[F:17])[C:11]([CH3:20])=[CH:10][C:9]=2[F:21])[N:6]=[C:5]([O:22][CH2:23][C:24]([F:30])([F:29])[C:25]([F:28])([F:27])[F:26])[CH:4]=1)#[N:2].ClC1C=CC=C(C(OO)=[O:39])C=1, predict the reaction product. The product is: [C:1]([C:3]1[N:7]([C:8]2[CH:13]=[C:12]([S:14]([CH2:15][C:16]([F:17])([F:18])[F:19])=[O:39])[C:11]([CH3:20])=[CH:10][C:9]=2[F:21])[N:6]=[C:5]([O:22][CH2:23][C:24]([F:30])([F:29])[C:25]([F:28])([F:27])[F:26])[CH:4]=1)#[N:2]. (2) Given the reactants I[C:2]1[N:3]=[CH:4][N:5]([C:7]([C:20]2[CH:25]=[CH:24][CH:23]=[CH:22][CH:21]=2)([C:14]2[CH:19]=[CH:18][CH:17]=[CH:16][CH:15]=2)[C:8]2[CH:13]=[CH:12][CH:11]=[CH:10][CH:9]=2)[CH:6]=1.C([Mg]Br)(C)C.[CH3:31][C:32]1([CH3:54])[C:37](=[O:38])[CH2:36][CH2:35][CH2:34][CH:33]1[N:39]([CH2:52][CH3:53])[C:40]1[CH:47]=[CH:46][C:43]([C:44]#[N:45])=[C:42]([C:48]([F:51])([F:50])[F:49])[CH:41]=1, predict the reaction product. The product is: [CH2:52]([N:39]([CH:33]1[CH2:34][CH2:35][CH2:36][C:37]([OH:38])([C:2]2[N:3]=[CH:4][N:5]([C:7]([C:8]3[CH:13]=[CH:12][CH:11]=[CH:10][CH:9]=3)([C:20]3[CH:21]=[CH:22][CH:23]=[CH:24][CH:25]=3)[C:14]3[CH:15]=[CH:16][CH:17]=[CH:18][CH:19]=3)[CH:6]=2)[C:32]1([CH3:54])[CH3:31])[C:40]1[CH:47]=[CH:46][C:43]([C:44]#[N:45])=[C:42]([C:48]([F:49])([F:50])[F:51])[CH:41]=1)[CH3:53]. (3) Given the reactants CS(OCC1C(C2C=CC(Cl)=CC=2F)=CSC=1C(F)(F)F)(=O)=O.CC1C(C)=C(O)C=CC=1CCC(OCC)=O.[F:40][C:41]1[CH:46]=[C:45]([Cl:47])[CH:44]=[CH:43][C:42]=1[C:48]1[C:49]([CH2:57][O:58][C:59]2[CH:64]=[CH:63][C:62]([CH2:65][CH2:66][C:67]([O:69]CC)=[O:68])=[C:61]([CH3:72])[C:60]=2[CH3:73])=[C:50]([C:53]([F:56])([F:55])[F:54])[S:51][CH:52]=1, predict the reaction product. The product is: [Cl:47][C:45]1[CH:44]=[CH:43][C:42]([C:48]2[C:49]([CH2:57][O:58][C:59]3[CH:64]=[CH:63][C:62]([CH2:65][CH2:66][C:67]([OH:69])=[O:68])=[C:61]([CH3:72])[C:60]=3[CH3:73])=[C:50]([C:53]([F:55])([F:56])[F:54])[S:51][CH:52]=2)=[C:41]([F:40])[CH:46]=1. (4) Given the reactants [CH2:1]([O:5][C:6]1[CH:27]=[C:26]([O:28][CH2:29][CH:30]([CH3:32])[CH3:31])[CH:25]=[CH:24][C:7]=1[C:8]([C:10]1[CH:11]=[CH:12][C:13]([O:19][CH2:20][CH:21]([CH3:23])[CH3:22])=[C:14]([CH:18]=1)[C:15](O)=[O:16])=[O:9])[CH:2]([CH3:4])[CH3:3].C(Cl)(=O)C(Cl)=O.CN(C)C=O.Cl.[CH2:45]([O:47][C:48](=[O:51])[CH2:49][NH2:50])[CH3:46], predict the reaction product. The product is: [CH2:1]([O:5][C:6]1[CH:27]=[C:26]([O:28][CH2:29][CH:30]([CH3:32])[CH3:31])[CH:25]=[CH:24][C:7]=1[C:8]([C:10]1[CH:11]=[CH:12][C:13]([O:19][CH2:20][CH:21]([CH3:23])[CH3:22])=[C:14]([CH:18]=1)[C:15]([NH:50][CH2:49][C:48]([O:47][CH2:45][CH3:46])=[O:51])=[O:16])=[O:9])[CH:2]([CH3:4])[CH3:3]. (5) The product is: [Cl:1][C:2]1[C:11]([O:12][CH2:27][C:28]2[CH:33]=[CH:32][C:31]([O:34][CH3:35])=[CH:30][CH:29]=2)=[C:10]([O:13][CH2:27][C:28]2[CH:33]=[CH:32][C:31]([O:34][CH3:35])=[CH:30][CH:29]=2)[CH:9]=[C:8]2[C:3]=1[C:4](=[O:19])[C:5]([C:16]([O:18][CH2:4][C:3]1[CH:8]=[CH:9][C:10]([O:23][CH3:20])=[CH:11][CH:2]=1)=[O:17])=[CH:6][N:7]2[CH2:14][CH3:15]. Given the reactants [Cl:1][C:2]1[C:11]([OH:12])=[C:10]([OH:13])[CH:9]=[C:8]2[C:3]=1[C:4](=[O:19])[C:5]([C:16]([OH:18])=[O:17])=[CH:6][N:7]2[CH2:14][CH3:15].[C:20]([O-:23])([O-])=O.[K+].[K+].Cl[CH2:27][C:28]1[CH:33]=[CH:32][C:31]([O:34][CH3:35])=[CH:30][CH:29]=1, predict the reaction product. (6) Given the reactants ClC(Cl)C(O)=O.CO.COC1C=CC(C([O:30][CH2:31][CH2:32][O:33][CH2:34][CH2:35][O:36][CH2:37][CH2:38][O:39][CH2:40][CH2:41][O:42][N:43]2[C:47](=[O:48])[C:46]3=[CH:49][CH:50]=[CH:51][CH:52]=[C:45]3[C:44]2=[O:53])(C2C=CC=CC=2)C2C=CC(OC)=CC=2)=CC=1, predict the reaction product. The product is: [C:44]1(=[O:53])[N:43]([O:42][CH2:41][CH2:40][O:39][CH2:38][CH2:37][O:36][CH2:35][CH2:34][O:33][CH2:32][CH2:31][OH:30])[C:47](=[O:48])[C:46]2=[CH:49][CH:50]=[CH:51][CH:52]=[C:45]12. (7) Given the reactants C(O[C:4](=[NH:24])[NH:5][C@@H:6]1[CH2:12][CH2:11][C@@H:10]([C:13]2[CH:18]=[CH:17][CH:16]=[C:15]([F:19])[C:14]=2[F:20])[CH2:9][N:8]([CH2:21][CH3:22])[C:7]1=[O:23])#N.Cl.Cl.[O:27]=[C:28]1[NH:36][C:31]2=[N:32][CH:33]=[CH:34][CH:35]=[C:30]2[N:29]1[CH:37]1[CH2:42][CH2:41][NH:40][CH2:39][CH2:38]1.[CH:43]([N:46](CC)C(C)C)(C)C, predict the reaction product. The product is: [C:43]([N:5]([C@@H:6]1[CH2:12][CH2:11][C@@H:10]([C:13]2[CH:18]=[CH:17][CH:16]=[C:15]([F:19])[C:14]=2[F:20])[CH2:9][N:8]([CH2:21][CH3:22])[C:7]1=[O:23])[C:4]([N:40]1[CH2:41][CH2:42][CH:37]([N:29]2[C:30]3[C:31](=[N:32][CH:33]=[CH:34][CH:35]=3)[NH:36][C:28]2=[O:27])[CH2:38][CH2:39]1)=[NH:24])#[N:46]. (8) Given the reactants Br[C:2]1[CH:3]=[CH:4][C:5]([N:8]2[CH2:14][CH2:13][CH2:12][O:11][CH2:10][CH2:9]2)=[N:6][CH:7]=1.CC1(C)C(C)(C)[O:19][B:18](B2OC(C)(C)C(C)(C)O2)[O:17]1.CC([O-])=O.[K+], predict the reaction product. The product is: [O:11]1[CH2:12][CH2:13][CH2:14][N:8]([C:5]2[N:6]=[CH:7][C:2]([B:18]([OH:19])[OH:17])=[CH:3][CH:4]=2)[CH2:9][CH2:10]1. (9) Given the reactants Br[C:2]1[CH:21]=[CH:20][C:19]([O:22][CH3:23])=[CH:18][C:3]=1[O:4][CH2:5][CH:6]1[CH:10]=[CH:9][CH2:8][N:7]1[C:11]([O:13][C:14]([CH3:17])([CH3:16])[CH3:15])=[O:12].CC(N=NC(C#N)(C)C)(C#N)C.C([SnH](CCCC)CCCC)CCC.C1CCN2C(=NCCC2)CC1, predict the reaction product. The product is: [CH3:23][O:22][C:19]1[CH:20]=[CH:21][C:2]2[CH:10]3[CH:6]([N:7]([C:11]([O:13][C:14]([CH3:17])([CH3:16])[CH3:15])=[O:12])[CH2:8][CH2:9]3)[CH2:5][O:4][C:3]=2[CH:18]=1.